Dataset: CYP2C9 inhibition data for predicting drug metabolism from PubChem BioAssay. Task: Regression/Classification. Given a drug SMILES string, predict its absorption, distribution, metabolism, or excretion properties. Task type varies by dataset: regression for continuous measurements (e.g., permeability, clearance, half-life) or binary classification for categorical outcomes (e.g., BBB penetration, CYP inhibition). Dataset: cyp2c9_veith. (1) The molecule is O[C@H]1C=C2CCN3Cc4cc5c(cc4[C@H]([C@@H]23)[C@H]1O)OCO5. The result is 0 (non-inhibitor). (2) The drug is Cn1c(=O)c2[nH]c(CCCCc3nc4c([nH]3)c(=O)n(C)c(=S)n4C)nc2n(C)c1=S. The result is 0 (non-inhibitor). (3) The compound is O=C(O)C/C(=C\c1ccco1)C(=O)O. The result is 0 (non-inhibitor). (4) The drug is COc1cccc(Cn2c(=O)c(-c3ccc(Cl)cc3)nc3cnc(N4CCOCC4)nc32)c1. The result is 0 (non-inhibitor). (5) The compound is CCN(CC)c1ccc(NC(=O)CSc2nnc3nc(C)cc(C)n23)cc1. The result is 0 (non-inhibitor). (6) The compound is Cc1nnc(C)n1/N=C/c1cccs1. The result is 0 (non-inhibitor). (7) The molecule is NS(=O)(=O)c1ccc(NC(=O)Nc2ccccc2F)cc1. The result is 0 (non-inhibitor). (8) The compound is CCCN1C[C@@H](CSC)C[C@H]2c3cccc4[nH]cc(c34)C[C@@H]21.CS(=O)(=O)O. The result is 0 (non-inhibitor).